This data is from Full USPTO retrosynthesis dataset with 1.9M reactions from patents (1976-2016). The task is: Predict the reactants needed to synthesize the given product. (1) Given the product [F:1][C:2]1[CH:3]=[N:4][CH:5]=[CH:6][C:7]=1[C:8]1[CH:13]=[C:12]2[NH:14][C:22](=[S:23])[NH:15][C:11]2=[N:10][C:9]=1[C:16]1[CH:17]=[N:18][CH:19]=[CH:20][CH:21]=1, predict the reactants needed to synthesize it. The reactants are: [F:1][C:2]1[CH:3]=[N:4][CH:5]=[CH:6][C:7]=1[C:8]1[C:9]([C:16]2[CH:17]=[N:18][CH:19]=[CH:20][CH:21]=2)=[N:10][C:11]([NH2:15])=[C:12]([NH2:14])[CH:13]=1.[C:22](N1C=CN=C1)(N1C=CN=C1)=[S:23].C(N(CC)CC)C. (2) Given the product [C:21]([O:20][C:18]([N:30]1[C:26](=[O:25])[CH2:27][CH2:28][C@H:29]1[C:31]([O:33][CH2:34][C:35]1[CH:40]=[CH:39][CH:38]=[CH:37][CH:36]=1)=[O:32])=[O:19])([CH3:22])([CH3:23])[CH3:24], predict the reactants needed to synthesize it. The reactants are: CN(C1C=CC=CN=1)C.[C:18](O[C:18]([O:20][C:21]([CH3:24])([CH3:23])[CH3:22])=[O:19])([O:20][C:21]([CH3:24])([CH3:23])[CH3:22])=[O:19].[O:25]=[C:26]1[NH:30][C@H:29]([C:31]([O:33][CH2:34][C:35]2[CH:40]=[CH:39][CH:38]=[CH:37][CH:36]=2)=[O:32])[CH2:28][CH2:27]1. (3) The reactants are: [CH:1]1([CH2:7][C@H:8]([NH:12][C:13](=[O:19])[O:14][C:15]([CH3:18])([CH3:17])[CH3:16])[C@H:9]2[CH2:11][O:10]2)[CH2:6][CH2:5][CH2:4][CH2:3][CH2:2]1.[N-:20]=[N+:21]=[N-:22].[Na+].[Cl-].[NH4+]. Given the product [C:15]([O:14][C:13]([NH:12][C@@H:8]([CH2:7][CH:1]1[CH2:6][CH2:5][CH2:4][CH2:3][CH2:2]1)[C@H:9]([OH:10])[CH2:11][N:20]=[N+:21]=[N-:22])=[O:19])([CH3:18])([CH3:17])[CH3:16], predict the reactants needed to synthesize it.